From a dataset of Drug-target binding data from BindingDB using Kd measurements. Regression. Given a target protein amino acid sequence and a drug SMILES string, predict the binding affinity score between them. We predict pKd (pKd = -log10(Kd in M); higher means stronger binding). Dataset: bindingdb_kd. The small molecule is C/C=C(/C)C(=O)O[C@H]1C(C)=C2[C@@H]3O[C@H]4N=C(C)O[C@@]4(C)[C@@]3(O)[C@@H](OC(=O)CCC)C[C@](C)(OC(C)=O)[C@H]2[C@@H]1OC(=O)CCCCCCC. The target protein (P04191) has sequence MEAAHSKSTEECLAYFGVSETTGLTPDQVKRHLEKYGHNELPAEEGKSLWELVIEQFEDLLVRILLLAACISFVLAWFEEGEETITAFVEPFVILLILIANAIVGVWQERNAENAIEALKEYEPEMGKVYRADRKSVQRIKARDIVPGDIVEVAVGDKVPADIRILSIKSTTLRVDQSILTGESVSVIKHTEPVPDPRAVNQDKKNMLFSGTNIAAGKALGIVATTGVSTEIGKIRDQMAATEQDKTPLQQKLDEFGEQLSKVISLICVAVWLINIGHFNDPVHGGSWIRGAIYYFKIAVALAVAAIPEGLPAVITTCLALGTRRMAKKNAIVRSLPSVETLGCTSVICSDKTGTLTTNQMSVCKMFIIDKVDGDFCSLNEFSITGSTYAPEGEVLKNDKPIRSGQFDGLVELATICALCNDSSLDFNETKGVYEKVGEATETALTTLVEKMNVFNTEVRNLSKVERANACNSVIRQLMKKEFTLEFSRDRKSMSVYCSP.... The pKd is 8.7.